This data is from Forward reaction prediction with 1.9M reactions from USPTO patents (1976-2016). The task is: Predict the product of the given reaction. (1) Given the reactants [C:1]([C:5]1[CH:10]=[CH:9][CH:8]=[CH:7][CH:6]=1)(=O)[CH2:2][CH3:3].[NH:11]1[C:21]2[C:16](=[CH:17][CH:18]=[CH:19][CH:20]=2)[C:14](=O)[C:12]1=[O:13].[OH-:22].[K+], predict the reaction product. The product is: [CH3:3][C:2]1[C:1]([C:5]2[CH:10]=[CH:9][CH:8]=[CH:7][CH:6]=2)=[N:11][C:21]2[C:16]([C:14]=1[C:12]([OH:22])=[O:13])=[CH:17][CH:18]=[CH:19][CH:20]=2. (2) Given the reactants [CH3:1][S-:2].[Na+].[CH3:4][O:5][CH2:6][O:7][C:8]1[CH:13]=[CH:12][C:11]([C:14]2[C:18]([C:19]3[CH:24]=[CH:23][CH:22]=[CH:21][CH:20]=3)=[C:17]([C:25]3([CH2:28]OS(C)(=O)=O)[CH2:27][CH2:26]3)[O:16][N:15]=2)=[CH:10][CH:9]=1, predict the reaction product. The product is: [CH3:4][O:5][CH2:6][O:7][C:8]1[CH:9]=[CH:10][C:11]([C:14]2[C:18]([C:19]3[CH:20]=[CH:21][CH:22]=[CH:23][CH:24]=3)=[C:17]([C:25]3([CH2:28][S:2][CH3:1])[CH2:26][CH2:27]3)[O:16][N:15]=2)=[CH:12][CH:13]=1. (3) Given the reactants [CH3:1][C:2]1[N:3]=[C:4]([NH2:8])[S:5][C:6]=1[CH3:7].[C:9]([O:13][C:14](=[O:17])[CH2:15][Br:16])([CH3:12])([CH3:11])[CH3:10], predict the reaction product. The product is: [BrH:16].[C:9]([O:13][C:14](=[O:17])[CH2:15][N:3]1[C:2]([CH3:1])=[C:6]([CH3:7])[S:5][C:4]1=[NH:8])([CH3:12])([CH3:11])[CH3:10]. (4) Given the reactants [Cl:1][C:2]1[C:11]([S:12]([N:15]([CH2:21][C:22]2[CH:27]=[CH:26][C:25]([O:28][CH3:29])=[CH:24][CH:23]=2)[C:16]2[S:17][CH:18]=[CH:19][N:20]=2)(=[O:14])=[O:13])=[CH:10][C:5]2[O:6][CH2:7][CH2:8][NH:9][C:4]=2[CH:3]=1.Br[C:31]1[CH:38]=[CH:37][C:36]([C:39]([F:42])([F:41])[F:40])=[CH:35][C:32]=1[C:33]#[N:34].CC1(C)C2C(=C(P(C3C=CC=CC=3)C3C=CC=CC=3)C=CC=2)OC2C(P(C3C=CC=CC=3)C3C=CC=CC=3)=CC=CC1=2.C(=O)([O-])[O-].[Cs+].[Cs+], predict the reaction product. The product is: [Cl:1][C:2]1[C:11]([S:12]([N:15]([CH2:21][C:22]2[CH:27]=[CH:26][C:25]([O:28][CH3:29])=[CH:24][CH:23]=2)[C:16]2[S:17][CH:18]=[CH:19][N:20]=2)(=[O:14])=[O:13])=[CH:10][C:5]2[O:6][CH2:7][CH2:8][N:9]([C:31]3[CH:38]=[CH:37][C:36]([C:39]([F:42])([F:41])[F:40])=[CH:35][C:32]=3[C:33]#[N:34])[C:4]=2[CH:3]=1. (5) Given the reactants C(N(CC)CC)C.[CH3:8][C:9]1[CH:10]=[C:11]([OH:27])[CH:12]=[CH:13][C:14]=1[N:15]([CH3:26])[C:16]1[N:21]=[CH:20][C:19]2[N:22]=[CH:23][N:24]([CH3:25])[C:18]=2[CH:17]=1.C1C=CC(N([S:35]([C:38]([F:41])([F:40])[F:39])(=[O:37])=[O:36])[S:35]([C:38]([F:41])([F:40])[F:39])(=[O:37])=[O:36])=CC=1, predict the reaction product. The product is: [F:39][C:38]([F:41])([F:40])[S:35]([O:27][C:11]1[CH:12]=[CH:13][C:14]([N:15]([CH3:26])[C:16]2[N:21]=[CH:20][C:19]3[N:22]=[CH:23][N:24]([CH3:25])[C:18]=3[CH:17]=2)=[C:9]([CH3:8])[CH:10]=1)(=[O:37])=[O:36].